This data is from Catalyst prediction with 721,799 reactions and 888 catalyst types from USPTO. The task is: Predict which catalyst facilitates the given reaction. (1) Reactant: [C:1]([O:5][C:6]([N:8]1[CH2:13][CH2:12][CH:11]([CH2:14][O:15][C:16]2[CH:21]=[CH:20][CH:19]=[C:18]([Br:22])[CH:17]=2)[CH2:10][CH2:9]1)=[O:7])(C)([CH3:3])[CH3:2].C(O)(C(F)(F)F)=O.ClC(OC(C)C)=O. Product: [CH:1]([O:5][C:6]([N:8]1[CH2:13][CH2:12][CH:11]([CH2:14][O:15][C:16]2[CH:21]=[CH:20][CH:19]=[C:18]([Br:22])[CH:17]=2)[CH2:10][CH2:9]1)=[O:7])([CH3:3])[CH3:2]. The catalyst class is: 91. (2) Reactant: [F:1][C:2]1([CH2:6][NH:7][C:8]([C:10]2[NH:11][C:12]3[C:17]([CH:18]=2)=[CH:16][C:15]([C:19]([N:21]2[CH2:26][CH2:25][N:24]([CH:27]([CH3:29])[CH3:28])[CH2:23][CH2:22]2)=[O:20])=[CH:14][CH:13]=3)=[O:9])[CH2:5][O:4][CH2:3]1.[H-].[Na+].[CH:32]1([CH2:35]Br)[CH2:34][CH2:33]1. Product: [F:1][C:2]1([CH2:6][NH:7][C:8]([C:10]2[N:11]([CH2:35][CH:32]3[CH2:34][CH2:33]3)[C:12]3[C:17]([CH:18]=2)=[CH:16][C:15]([C:19]([N:21]2[CH2:26][CH2:25][N:24]([CH:27]([CH3:29])[CH3:28])[CH2:23][CH2:22]2)=[O:20])=[CH:14][CH:13]=3)=[O:9])[CH2:3][O:4][CH2:5]1. The catalyst class is: 9. (3) Reactant: [OH:1][CH2:2][CH2:3][C:4]#[C:5][C:6]1[CH:7]=[C:8]([CH:11]=[CH:12][CH:13]=1)[CH:9]=O.[NH:14]1[CH2:19][CH2:18][O:17][CH2:16][CH2:15]1.C(O[BH-](OC(=O)C)OC(=O)C)(=O)C.[Na+].[OH-].[Na+]. Product: [N:14]1([CH2:9][C:8]2[CH:7]=[C:6]([C:5]#[C:4][CH2:3][CH2:2][OH:1])[CH:13]=[CH:12][CH:11]=2)[CH2:19][CH2:18][O:17][CH2:16][CH2:15]1. The catalyst class is: 229. (4) Reactant: FC(F)(F)C([NH:5][C@H:6]1[C:15]2[C:10](=[C:11]([N+:23]([O-:25])=[O:24])[C:12]([CH2:16][N:17]3[CH2:22][CH2:21][CH2:20][CH2:19][CH2:18]3)=[CH:13][CH:14]=2)[CH2:9][CH2:8][CH2:7]1)=O.[OH-].[Na+]. Product: [N+:23]([C:11]1[C:12]([CH2:16][N:17]2[CH2:18][CH2:19][CH2:20][CH2:21][CH2:22]2)=[CH:13][CH:14]=[C:15]2[C:10]=1[CH2:9][CH2:8][CH2:7][C@H:6]2[NH2:5])([O-:25])=[O:24]. The catalyst class is: 24.